From a dataset of Full USPTO retrosynthesis dataset with 1.9M reactions from patents (1976-2016). Predict the reactants needed to synthesize the given product. (1) Given the product [CH3:1][C:2]1[CH:7]=[C:6]([CH3:8])[CH:5]=[CH:4][C:3]=1[N:9]1[CH2:10][CH2:11][N:12]([C:15]([C:17]2[CH:22]=[CH:21][C:20]([N:23]3[CH2:24][CH:25]([C:29]([N:32]4[CH2:36][CH2:35][CH2:34][CH2:33]4)=[O:31])[CH2:26][C:27]3=[O:28])=[CH:19][CH:18]=2)=[O:16])[CH2:13][CH2:14]1, predict the reactants needed to synthesize it. The reactants are: [CH3:1][C:2]1[CH:7]=[C:6]([CH3:8])[CH:5]=[CH:4][C:3]=1[N:9]1[CH2:14][CH2:13][N:12]([C:15]([C:17]2[CH:22]=[CH:21][C:20]([N:23]3[C:27](=[O:28])[CH2:26][CH:25]([C:29]([OH:31])=O)[CH2:24]3)=[CH:19][CH:18]=2)=[O:16])[CH2:11][CH2:10]1.[NH:32]1[CH2:36][CH2:35][CH2:34][CH2:33]1. (2) The reactants are: [Cl:1][C:2]1[CH:46]=[CH:45][C:5]([CH2:6][C:7]2[C:15]3[C:14](=[O:16])[N:13]([CH2:17][CH2:18][CH2:19][O:20]C4CCCCO4)[C:12](=[O:27])[N:11]([CH2:28][CH2:29][CH2:30][O:31]C4CCCCO4)[C:10]=3[O:9][C:8]=2[C:38]2[CH:43]=[CH:42][CH:41]=[C:40]([Cl:44])[CH:39]=2)=[CH:4][CH:3]=1.C(O)(C(F)(F)F)=O. Given the product [Cl:1][C:2]1[CH:3]=[CH:4][C:5]([CH2:6][C:7]2[C:15]3[C:14](=[O:16])[N:13]([CH2:17][CH2:18][CH2:19][OH:20])[C:12](=[O:27])[N:11]([CH2:28][CH2:29][CH2:30][OH:31])[C:10]=3[O:9][C:8]=2[C:38]2[CH:43]=[CH:42][CH:41]=[C:40]([Cl:44])[CH:39]=2)=[CH:45][CH:46]=1, predict the reactants needed to synthesize it. (3) Given the product [Cl:19][C:15]1[CH:16]=[C:17]([F:18])[C:12]([C:5]2[CH:4]=[N:3][C:2]([NH2:1])=[N:7][CH:6]=2)=[N:13][CH:14]=1, predict the reactants needed to synthesize it. The reactants are: [NH2:1][C:2]1[N:7]=[CH:6][C:5](B(O)O)=[CH:4][N:3]=1.Br[C:12]1[C:17]([F:18])=[CH:16][C:15]([Cl:19])=[CH:14][N:13]=1.C([O-])([O-])=O.[Na+].[Na+]. (4) Given the product [C:1]([O:5][C:6](=[O:13])[NH:7][CH:8]1[CH2:12][CH2:11][N:10]([C:15]2[C:24]3[C:19](=[CH:20][CH:21]=[CH:22][CH:23]=3)[N:18]=[CH:17][CH:16]=2)[CH2:9]1)([CH3:4])([CH3:2])[CH3:3], predict the reactants needed to synthesize it. The reactants are: [C:1]([O:5][C:6](=[O:13])[NH:7][CH:8]1[CH2:12][CH2:11][NH:10][CH2:9]1)([CH3:4])([CH3:3])[CH3:2].Cl[C:15]1[C:24]2[C:19](=[CH:20][CH:21]=[CH:22][CH:23]=2)[N:18]=[CH:17][CH:16]=1. (5) Given the product [F:15][CH:16]([F:19])[CH2:17][NH:18][C:2]1[CH:10]=[CH:9][C:8]([C:11]([F:14])([F:13])[F:12])=[CH:7][C:3]=1[C:4]([OH:6])=[O:5], predict the reactants needed to synthesize it. The reactants are: Cl[C:2]1[CH:10]=[CH:9][C:8]([C:11]([F:14])([F:13])[F:12])=[CH:7][C:3]=1[C:4]([OH:6])=[O:5].[F:15][CH:16]([F:19])[CH2:17][NH2:18].C([O-])(=O)C.[K+].C(N(CC)CC)C. (6) Given the product [CH3:58][O:57][C:55](=[O:56])[NH:54][CH:47]([C:46]([N:42]1[CH2:43][CH2:44][CH2:45][CH:41]1[C:38]1[NH:37][C:36]([C:31]2[CH:30]=[CH:29][C:28]3[C:33](=[CH:34][CH:35]=[C:26]([C:23]4[CH:22]=[CH:21][C:20]([C:17]5[NH:16][C:15]([CH:9]6[CH2:10][C:11]([F:13])([F:14])[CH2:12][N:8]6[C:6](=[O:7])[CH:5]([NH:4][C:3]([O:2][CH3:1])=[O:66])[C:60]6[CH:61]=[CH:62][CH:63]=[CH:64][CH:65]=6)=[N:19][CH:18]=5)=[CH:25][CH:24]=4)[CH:27]=3)[CH:32]=2)=[CH:40][N:39]=1)=[O:59])[CH:48]([CH3:53])[CH3:49], predict the reactants needed to synthesize it. The reactants are: [CH3:1][O:2][C:3](=[O:66])[NH:4][CH:5]([C:60]1[CH:65]=[CH:64][CH:63]=[CH:62][CH:61]=1)[C:6]([N:8]1[CH2:12][C:11]([F:14])([F:13])[CH2:10][CH:9]1[C:15]1[NH:16][C:17]([C:20]2[CH:25]=[CH:24][C:23]([C:26]3[CH:35]=[CH:34][C:33]4[C:28](=[CH:29][CH:30]=[C:31]([C:36]5[NH:37][C:38]([CH:41]6[CH2:45][CH2:44][CH2:43][N:42]6[C:46](=[O:59])[CH:47]([NH:54][C:55]([O:57][CH3:58])=[O:56])[CH:48]6[CH2:53]COC[CH2:49]6)=[N:39][CH:40]=5)[CH:32]=4)[CH:27]=3)=[CH:22][CH:21]=2)=[CH:18][N:19]=1)=[O:7].COC(NC(C1CCOCC1)C(O)=O)=O. (7) Given the product [Cl:1][C:2]1[CH:10]=[CH:9][CH:8]=[C:7]([O:11][CH3:12])[C:3]=1[CH2:4][OH:5], predict the reactants needed to synthesize it. The reactants are: [Cl:1][C:2]1[CH:10]=[CH:9][CH:8]=[C:7]([O:11][CH3:12])[C:3]=1[C:4](O)=[O:5].O1CCCC1.B.